This data is from Full USPTO retrosynthesis dataset with 1.9M reactions from patents (1976-2016). The task is: Predict the reactants needed to synthesize the given product. (1) Given the product [C:1]([C:5]1[N:10]=[CH:9][C:8]([C:11]2[N:12]([C:32]([N:46]3[CH2:47][CH2:48][CH:43]([N:38]4[CH2:42][CH2:41][CH2:40][CH2:39]4)[CH2:44][CH2:45]3)=[O:33])[C@@:13]([C:25]3[CH:30]=[CH:29][C:28]([Cl:31])=[CH:27][CH:26]=3)([CH3:24])[C@@:14]([C:17]3[CH:22]=[CH:21][C:20]([Cl:23])=[CH:19][CH:18]=3)([CH3:16])[N:15]=2)=[C:7]([O:35][CH2:36][CH3:37])[CH:6]=1)([CH3:3])([CH3:4])[CH3:2], predict the reactants needed to synthesize it. The reactants are: [C:1]([C:5]1[N:10]=[CH:9][C:8]([C:11]2[N:12]([C:32](Cl)=[O:33])[C@@:13]([C:25]3[CH:30]=[CH:29][C:28]([Cl:31])=[CH:27][CH:26]=3)([CH3:24])[C@@:14]([C:17]3[CH:22]=[CH:21][C:20]([Cl:23])=[CH:19][CH:18]=3)([CH3:16])[N:15]=2)=[C:7]([O:35][CH2:36][CH3:37])[CH:6]=1)([CH3:4])([CH3:3])[CH3:2].[N:38]1([CH:43]2[CH2:48][CH2:47][NH:46][CH2:45][CH2:44]2)[CH2:42][CH2:41][CH2:40][CH2:39]1. (2) Given the product [N:1]1[C:10]2[C:5](=[CH:6][CH:7]=[CH:8][CH:9]=2)[CH:4]=[CH:3][C:2]=1[NH:11][CH:12]1[CH:13]2[CH:17]1[CH2:16][N:15]([C:18]1[N:23]=[CH:22][C:21]([C:24]([OH:26])=[O:25])=[CH:20][N:19]=1)[CH2:14]2, predict the reactants needed to synthesize it. The reactants are: [N:1]1[C:10]2[C:5](=[CH:6][CH:7]=[CH:8][CH:9]=2)[CH:4]=[CH:3][C:2]=1[NH:11][CH:12]1[CH:17]2[CH:13]1[CH2:14][N:15]([C:18]1[N:23]=[CH:22][C:21]([C:24]([O:26]CC)=[O:25])=[CH:20][N:19]=1)[CH2:16]2.O. (3) Given the product [Cl:1][C:2]1[C:11]2[C:6](=[CH:7][CH:8]=[C:9]([F:12])[CH:10]=2)[C:5]([O:13][CH:20]2[CH2:22][CH2:21]2)=[CH:4][N:3]=1, predict the reactants needed to synthesize it. The reactants are: [Cl:1][C:2]1[C:11]2[C:6](=[CH:7][CH:8]=[C:9]([F:12])[CH:10]=2)[C:5]([OH:13])=[CH:4][N:3]=1.C([O-])([O-])=O.[Cs+].[Cs+].[CH:20]1(Br)[CH2:22][CH2:21]1. (4) Given the product [CH3:2][O:3][C:4](=[O:8])[CH2:5][CH2:6][NH:7][C:16]([O:18][C:19]([CH3:22])([CH3:21])[CH3:20])=[O:17], predict the reactants needed to synthesize it. The reactants are: Cl.[CH3:2][O:3][C:4](=[O:8])[CH2:5][CH2:6][NH2:7].C(N(CC)CC)C.[C:16](O[C:16]([O:18][C:19]([CH3:22])([CH3:21])[CH3:20])=[O:17])([O:18][C:19]([CH3:22])([CH3:21])[CH3:20])=[O:17]. (5) Given the product [Cl:22][C:23]1[N:28]=[CH:27][C:26]2[C:29](=[C:5]3[C:4]4[C:8](=[CH:9][CH:10]=[C:2]([F:1])[CH:3]=4)[NH:7][C:6]3=[O:11])[O:30][CH2:31][C:25]=2[C:24]=1[Cl:33], predict the reactants needed to synthesize it. The reactants are: [F:1][C:2]1[CH:3]=[C:4]2[C:8](=[CH:9][CH:10]=1)[NH:7][C:6](=[O:11])[CH2:5]2.C[Si]([N-][Si](C)(C)C)(C)C.[Li+].[Cl:22][C:23]1[N:28]=[CH:27][C:26]2[C:29](=O)[O:30][CH2:31][C:25]=2[C:24]=1[Cl:33].Cl. (6) Given the product [N:10]1[CH:11]=[CH:12][CH:13]=[C:8](/[CH:7]=[CH:16]/[C:17]([O:4][CH2:2][CH3:5])=[O:18])[CH:9]=1, predict the reactants needed to synthesize it. The reactants are: C[C:2]([CH3:5])([O-:4])C.[K+].[CH:7](=O)[C:8]1[CH:13]=[CH:12][CH:11]=[N:10][CH:9]=1.C1C[O:18][CH2:17][CH2:16]1. (7) The reactants are: [CH3:1][O:2][C:3]1[CH:4]=[C:5]([CH2:9][CH2:10][NH:11][C:12]([CH:14]2[CH2:19][CH2:18][N:17]([C:20](=[O:25])[C:21]([F:24])([F:23])[F:22])[CH2:16][CH2:15]2)=O)[CH:6]=[CH:7][CH:8]=1. Given the product [F:22][C:21]([F:24])([F:23])[C:20]([N:17]1[CH2:18][CH2:19][CH:14]([C:12]2[C:6]3[C:5](=[CH:4][C:3]([O:2][CH3:1])=[CH:8][CH:7]=3)[CH2:9][CH2:10][N:11]=2)[CH2:15][CH2:16]1)=[O:25], predict the reactants needed to synthesize it. (8) Given the product [F:27][CH2:28][CH2:29][NH:30][C:31]([N:1]1[C:9]2[C:4](=[CH:5][C:6]([O:10][C:11]3[C:20]4[C:15](=[CH:16][C:17]([O:23][CH3:24])=[C:18]([O:21][CH3:22])[CH:19]=4)[N:14]=[CH:13][CH:12]=3)=[CH:7][CH:8]=2)[CH:3]=[CH:2]1)=[O:32], predict the reactants needed to synthesize it. The reactants are: [NH:1]1[C:9]2[C:4](=[CH:5][C:6]([O:10][C:11]3[C:20]4[C:15](=[CH:16][C:17]([O:23][CH3:24])=[C:18]([O:21][CH3:22])[CH:19]=4)[N:14]=[CH:13][CH:12]=3)=[CH:7][CH:8]=2)[CH:3]=[CH:2]1.[H-].[Na+].[F:27][CH2:28][CH2:29][NH:30][C:31](=O)[O:32]C1C=CC=CC=1. (9) Given the product [CH2:1]([C@H:7]1[C@@H:12]([O:13][CH:27]2[CH2:28][CH2:29][CH2:30][CH2:31][O:26]2)[CH2:11][C@@H:10]([CH2:14][CH2:15][CH2:16][CH2:17][CH2:18][CH2:19][CH2:20][CH2:21][CH2:22][CH2:23][CH3:24])[O:9][C:8]1=[O:25])[CH2:2][CH2:3][CH2:4][CH2:5][CH3:6], predict the reactants needed to synthesize it. The reactants are: [CH2:1]([C@H:7]1[C@@H:12]([OH:13])[CH2:11][C@@H:10]([CH2:14][CH2:15][CH2:16][CH2:17][CH2:18][CH2:19][CH2:20][CH2:21][CH2:22][CH2:23][CH3:24])[O:9][C:8]1=[O:25])[CH2:2][CH2:3][CH2:4][CH2:5][CH3:6].[O:26]1[CH:31]=[CH:30][CH2:29][CH2:28][CH2:27]1.O.C1(C)C=CC(S(O)(=O)=O)=CC=1. (10) Given the product [CH2:20]([O:19][C:17]([CH2:16][C:8]([CH2:22][CH2:23][CH2:24][CH2:25][CH2:26][CH3:27])([C:6]([OH:7])=[O:5])[C:9]([OH:11])=[O:10])=[O:18])[CH3:21], predict the reactants needed to synthesize it. The reactants are: C([O:5][C:6]([C:8]([CH2:22][CH2:23][CH2:24][CH2:25][CH2:26][CH3:27])([CH2:16][C:17]([O:19][CH2:20][CH3:21])=[O:18])[C:9]([O:11]C(C)(C)C)=[O:10])=[O:7])(C)(C)C.